The task is: Predict the product of the given reaction.. This data is from Forward reaction prediction with 1.9M reactions from USPTO patents (1976-2016). (1) The product is: [CH3:28][S:29]([O:12][CH2:11][C@H:10]([C:13]1[CH:18]=[CH:17][C:16]([Br:19])=[CH:15][C:14]=1[CH3:20])[CH2:9][O:8][CH2:1][C:2]1[CH:3]=[CH:4][CH:5]=[CH:6][CH:7]=1)(=[O:31])=[O:30]. Given the reactants [CH2:1]([O:8][CH2:9][C@@H:10]([C:13]1[CH:18]=[CH:17][C:16]([Br:19])=[CH:15][C:14]=1[CH3:20])[CH2:11][OH:12])[C:2]1[CH:7]=[CH:6][CH:5]=[CH:4][CH:3]=1.C(N(CC)CC)C.[CH3:28][S:29](Cl)(=[O:31])=[O:30], predict the reaction product. (2) Given the reactants [O:1]([CH2:8][C@@H:9]([OH:40])[CH2:10][N:11]([CH2:33][C:34]1[CH:39]=[CH:38][CH:37]=[CH:36][CH:35]=1)[C@@H:12]([CH2:15][C:16]1[CH:21]=[CH:20][C:19]([O:22][CH2:23][C:24]2[CH:29]=[CH:28][CH:27]=[CH:26][CH:25]=2)=[C:18]([N+:30]([O-])=O)[CH:17]=1)[CH2:13][OH:14])[C:2]1[CH:7]=[CH:6][CH:5]=[CH:4][CH:3]=1.[Cl-].[NH4+].O.C(O)C, predict the reaction product. The product is: [O:1]([CH2:8][C@@H:9]([OH:40])[CH2:10][N:11]([CH2:33][C:34]1[CH:35]=[CH:36][CH:37]=[CH:38][CH:39]=1)[C@@H:12]([CH2:15][C:16]1[CH:21]=[CH:20][C:19]([O:22][CH2:23][C:24]2[CH:25]=[CH:26][CH:27]=[CH:28][CH:29]=2)=[C:18]([NH2:30])[CH:17]=1)[CH2:13][OH:14])[C:2]1[CH:7]=[CH:6][CH:5]=[CH:4][CH:3]=1. (3) The product is: [O:29]=[C:24]1[NH:25][C:26](=[O:28])[C:27](=[CH:1][C:3]2[CH:8]=[CH:7][C:6]([C:9]3[CH:14]=[CH:13][CH:12]=[C:11]([NH:15][C:16](=[O:22])[O:17][C:18]([CH3:21])([CH3:20])[CH3:19])[CH:10]=3)=[CH:5][CH:4]=2)[S:23]1. Given the reactants [CH:1]([C:3]1[CH:8]=[CH:7][C:6]([C:9]2[CH:14]=[CH:13][CH:12]=[C:11]([NH:15][C:16](=[O:22])[O:17][C:18]([CH3:21])([CH3:20])[CH3:19])[CH:10]=2)=[CH:5][CH:4]=1)=O.[S:23]1[CH2:27][C:26](=[O:28])[NH:25][C:24]1=[O:29], predict the reaction product. (4) Given the reactants [Cl:1][C:2]1[CH:37]=[CH:36][C:5]([CH2:6][CH2:7][NH:8][C:9]([C:11]2[CH:12]=[C:13]3[C:17](=[CH:18][CH:19]=2)[N:16]([C:20]2[CH:25]=[CH:24][C:23]([CH2:26][C:27]([O:29]C(C)(C)C)=[O:28])=[CH:22][C:21]=2[C:34]#[N:35])[CH:15]=[CH:14]3)=[O:10])=[CH:4][CH:3]=1.C(O)(C(F)(F)F)=O, predict the reaction product. The product is: [Cl:1][C:2]1[CH:3]=[CH:4][C:5]([CH2:6][CH2:7][NH:8][C:9]([C:11]2[CH:12]=[C:13]3[C:17](=[CH:18][CH:19]=2)[N:16]([C:20]2[CH:25]=[CH:24][C:23]([CH2:26][C:27]([OH:29])=[O:28])=[CH:22][C:21]=2[C:34]#[N:35])[CH:15]=[CH:14]3)=[O:10])=[CH:36][CH:37]=1. (5) Given the reactants [CH:1]1([N:4]2[CH2:8][CH2:7][N:6]([C@@H:9]3[CH2:14][CH2:13][CH2:12][N:11](C(OC(C)(C)C)=O)[CH2:10]3)[C:5]2=[O:22])[CH2:3][CH2:2]1.[ClH:23], predict the reaction product. The product is: [ClH:23].[CH:1]1([N:4]2[CH2:8][CH2:7][N:6]([C@@H:9]3[CH2:14][CH2:13][CH2:12][NH:11][CH2:10]3)[C:5]2=[O:22])[CH2:3][CH2:2]1. (6) Given the reactants [C:1]([C:3]1[CH:8]=[C:7]([O:9][CH2:10][CH:11]2[CH2:16][CH2:15][N:14]([CH2:17][C:18]([CH2:22][CH3:23])([F:21])[CH2:19][CH3:20])[CH2:13][CH2:12]2)[CH:6]=[CH:5][C:4]=1[C:24]1C=[CH:28][C:27](C(O)=O)=[CH:26][CH:25]=1)#[N:2].[CH2:33](Cl)[CH2:34]Cl.C1C=CC2N([OH:46])N=NC=2C=1.CCN(C(C)C)C(C)C.[NH:56]1[CH2:60][CH2:59][CH2:58][C@H:57]1[C:61]([NH2:63])=[O:62], predict the reaction product. The product is: [C:1]([C:3]1[CH:8]=[C:7]([O:9][CH2:10][CH:11]2[CH2:12][CH2:13][N:14]([CH2:17][C:18]([CH2:22][CH3:23])([F:21])[CH2:19][CH3:20])[CH2:15][CH2:16]2)[CH:6]=[CH:5][C:4]=1[C:24]1[C:33]([C:34]([N:56]2[CH2:60][CH2:59][CH2:58][C@H:57]2[C:61]([NH2:63])=[O:62])=[O:46])=[CH:28][CH:27]=[CH:26][CH:25]=1)#[N:2].